From a dataset of Catalyst prediction with 721,799 reactions and 888 catalyst types from USPTO. Predict which catalyst facilitates the given reaction. (1) Reactant: [Br:1][C:2]1[CH:3]=[CH:4][C:5]2[O:11][CH2:10][CH2:9][N:8](C(OC(C)(C)C)=O)[CH2:7][C:6]=2[CH:19]=1.C(O)C.[ClH:23].O1CCOCC1. Product: [ClH:23].[Br:1][C:2]1[CH:3]=[CH:4][C:5]2[O:11][CH2:10][CH2:9][NH:8][CH2:7][C:6]=2[CH:19]=1. The catalyst class is: 27. (2) Reactant: [C:1]([S:4][C:5]1[S:9][C:8]([NH:10][C:11](=[O:13])[CH3:12])=[N:7][CH:6]=1)(=O)[CH3:2].CC(C)([O-])C.[K+].BrCC1[O:23][C:24]([CH3:28])=[C:25]([CH3:27])[N:26]=1.C([O-])(O)=O.[Na+]. Product: [CH3:27][C:25]1[N:26]=[C:2]([CH2:1][S:4][C:5]2[S:9][C:8]([NH:10][C:11](=[O:13])[CH3:12])=[N:7][CH:6]=2)[O:23][C:24]=1[CH3:28]. The catalyst class is: 1. (3) Reactant: [C:1]([CH2:4][C:5]1[C:13](C(O)=O)=[C:8]2[CH:9]=[CH:10][CH:11]=[CH:12][N:7]2[N:6]=1)([OH:3])=[O:2].OS(O)(=O)=O.[OH-].[Na+]. Product: [N:6]1[N:7]2[CH:12]=[CH:11][CH:10]=[CH:9][C:8]2=[CH:13][C:5]=1[CH2:4][C:1]([OH:3])=[O:2]. The catalyst class is: 6. (4) Reactant: C[O:2][C:3](=O)[C:4]1[CH:9]=[C:8]([F:10])[C:7]([NH2:11])=[C:6]([CH2:12][CH2:13][CH2:14][CH3:15])[CH:5]=1.[H-].[H-].[H-].[H-].[Li+].[Al+3].Cl. Product: [NH2:11][C:7]1[C:8]([F:10])=[CH:9][C:4]([CH2:3][OH:2])=[CH:5][C:6]=1[CH2:12][CH2:13][CH2:14][CH3:15]. The catalyst class is: 1. (5) Reactant: [N+:1]([C:3]1(SC2C=CC=CC=2OC)[CH2:8][CH2:7][CH2:6][CH2:5][CH2:4]1)#[C-:2].C1COCC1.[Li]CCCC.C([C:30]([O:32][CH3:33])=[O:31])#N. Product: [N+:1]([C:3]1([C:30]([O:32][CH3:33])=[O:31])[CH2:4][CH2:5][CH2:6][CH2:7][CH2:8]1)#[C-:2]. The catalyst class is: 28. (6) Product: [Cl:1][C:2]1[CH:7]=[CH:6][C:5]([CH:8]2[C:9]3[C:10](=[N:11][N:12]([C:17]4[C:18]([O:25][CH3:26])=[N:19][C:20]([O:23][CH3:24])=[N:21][CH:22]=4)[C:13]=3[CH:14]([CH3:16])[CH3:15])[C:27](=[O:29])[N:30]2[C:31]2[CH:32]=[C:33]([CH3:41])[C:34]3[O:38][N:37]=[C:36]([CH3:39])[C:35]=3[CH:40]=2)=[CH:4][CH:3]=1. The catalyst class is: 25. Reactant: [Cl:1][C:2]1[CH:7]=[CH:6][C:5]([CH:8]([NH:30][C:31]2[CH:32]=[C:33]([CH3:41])[C:34]3[O:38][N:37]=[C:36]([CH3:39])[C:35]=3[CH:40]=2)[C:9]2[C:10]([C:27]([OH:29])=O)=[N:11][N:12]([C:17]3[C:18]([O:25][CH3:26])=[N:19][C:20]([O:23][CH3:24])=[N:21][CH:22]=3)[C:13]=2[CH:14]([CH3:16])[CH3:15])=[CH:4][CH:3]=1. (7) Reactant: [NH2:1][C:2]1[O:3][C:4]2[C:9]([CH:10]([C:14]3[CH:19]=[C:18]([O:20][CH3:21])[C:17]([O:22][CH3:23])=[C:16]([Br:24])[CH:15]=3)[C:11]=1[C:12]#[N:13])=[CH:8][CH:7]=[CH:6][CH:5]=2.ClC1C(=O)C([C:36]#[N:37])=C(C#N)C(=O)C=1Cl.Cl[CH2:40]Cl. Product: [NH:1]=[C:2]1[C:11]([C:12]#[N:13])=[C:10]([C:14]2[CH:19]=[C:18]([O:20][CH3:21])[C:17]([O:22][CH3:23])=[C:16]([Br:24])[CH:15]=2)[C:9]2[C:4](=[CH:5][C:6]([N:37]([CH3:36])[CH3:40])=[CH:7][CH:8]=2)[O:3]1. The catalyst class is: 13. (8) Reactant: Br[C:2]1[CH:31]=[CH:30][C:5]([C:6]([N:8]([CH2:22][CH2:23][CH2:24][CH:25]2[CH2:29][CH2:28][CH2:27][CH2:26]2)[C:9]2[CH:10]=[CH:11][C:12]3[C:17](=[O:18])[O:16][C:15]([CH3:20])([CH3:19])[O:14][C:13]=3[CH:21]=2)=[O:7])=[CH:4][CH:3]=1.[F:32][C:33]1[CH:38]=[CH:37][C:36]([C:39]#[CH:40])=[CH:35][CH:34]=1.C1(P(C2C=CC=CC=2)C2C=CC=CC=2)C=CC=CC=1. Product: [CH:25]1([CH2:24][CH2:23][CH2:22][N:8]([C:9]2[CH:10]=[CH:11][C:12]3[C:17](=[O:18])[O:16][C:15]([CH3:20])([CH3:19])[O:14][C:13]=3[CH:21]=2)[C:6](=[O:7])[C:5]2[CH:4]=[CH:3][C:2]([C:40]#[C:39][C:36]3[CH:37]=[CH:38][C:33]([F:32])=[CH:34][CH:35]=3)=[CH:31][CH:30]=2)[CH2:26][CH2:27][CH2:28][CH2:29]1. The catalyst class is: 215. (9) Reactant: [CH3:1][NH2:2].[Br:3][C:4]1[C:13]([O:14][CH3:15])=[CH:12][CH:11]=[C:10]2[C:5]=1[CH:6]=[CH:7][C:8]([CH:16]=O)=[CH:9]2.[O-]S([O-])(=O)=O.[Mg+2]. Product: [Br:3][C:4]1[C:13]([O:14][CH3:15])=[CH:12][CH:11]=[C:10]2[C:5]=1[CH:6]=[CH:7][C:8]([CH:16]=[N:2][CH3:1])=[CH:9]2. The catalyst class is: 511.